This data is from Reaction yield outcomes from USPTO patents with 853,638 reactions. The task is: Predict the reaction yield, written as a fraction of the theoretical maximum amount of product (1.0 means a 100% yield; for example, 0.34 means a 34% yield). (1) The yield is 0.600. The reactants are [OH-].[Na+].[F:3][CH:4]([F:24])[C:5]1[CH:6]=[CH:7][C:8]2[O:13][CH:12]([C:14]([F:17])([F:16])[F:15])[C:11]([C:18]([O:20]CC)=[O:19])=[CH:10][C:9]=2[CH:23]=1. The product is [F:24][CH:4]([F:3])[C:5]1[CH:6]=[CH:7][C:8]2[O:13][CH:12]([C:14]([F:17])([F:15])[F:16])[C:11]([C:18]([OH:20])=[O:19])=[CH:10][C:9]=2[CH:23]=1. The catalyst is C1COCC1.CCO.O. (2) The reactants are Cl.Cl.[C:3]1([C:9]2([N:15]3[CH2:19][CH2:18][CH2:17][CH2:16]3)[CH2:14][CH2:13][NH:12][CH2:11][CH2:10]2)[CH:8]=[CH:7][CH:6]=[CH:5][CH:4]=1.[C:20]([O:24][C:25](=[O:31])[N:26]([CH3:30])[CH2:27][CH:28]=O)([CH3:23])([CH3:22])[CH3:21].C(B)#N.[Na].C(O)(=O)C. The catalyst is CO.CO.C(Cl)(Cl)Cl. The product is [CH3:30][N:26]([CH2:27][CH2:28][N:12]1[CH2:11][CH2:10][C:9]([C:3]2[CH:4]=[CH:5][CH:6]=[CH:7][CH:8]=2)([N:15]2[CH2:16][CH2:17][CH2:18][CH2:19]2)[CH2:14][CH2:13]1)[C:25](=[O:31])[O:24][C:20]([CH3:21])([CH3:23])[CH3:22]. The yield is 0.890. (3) The reactants are CC(C)[CH2:3][C:4]1[CH:9]=[CH:8][C:7]([C:10]2[O:14][N:13]=[C:12]([C:15]3[CH:20]=[CH:19][C:18]([CH2:21]O)=[CH:17][CH:16]=3)[N:11]=2)=[CH:6][CH:5]=1.[NH:24]1[CH2:27][CH:26]([C:28]([OH:30])=[O:29])[CH2:25]1.[C:31](O)(=O)[CH3:32].[C:35]([BH3-])#N.[Na+]. The catalyst is CO. The product is [CH3:35][CH2:31][CH2:32][CH2:3][C:4]1[CH:9]=[CH:8][C:7]([C:10]2[O:14][N:13]=[C:12]([C:15]3[CH:20]=[CH:19][C:18]([CH2:21][N:24]4[CH2:27][CH:26]([C:28]([OH:30])=[O:29])[CH2:25]4)=[CH:17][CH:16]=3)[N:11]=2)=[CH:6][CH:5]=1. The yield is 0.740. (4) The reactants are [CH3:1][C:2]1[CH:3]=[N:4][CH:5]=[C:6]([C:8]2[N:9]([C:17]3[CH:22]=[CH:21][C:20]([S:23](C)(=[O:25])=[O:24])=[CH:19][CH:18]=3)[CH:10]=[C:11]([C:13]([F:16])([F:15])[F:14])[N:12]=2)[CH:7]=1.C([Mg]Cl)CCC.C(B(CC)CC)C.C([O-])(=O)C.[Na+].[NH2:45]OS(O)(=O)=O. The catalyst is C1COCC1.O. The product is [CH3:1][C:2]1[CH:7]=[C:6]([C:8]2[N:9]([C:17]3[CH:22]=[CH:21][C:20]([S:23]([NH2:45])(=[O:25])=[O:24])=[CH:19][CH:18]=3)[CH:10]=[C:11]([C:13]([F:16])([F:15])[F:14])[N:12]=2)[CH:5]=[N:4][CH:3]=1. The yield is 0.0800.